From a dataset of Retrosynthesis with 50K atom-mapped reactions and 10 reaction types from USPTO. Predict the reactants needed to synthesize the given product. (1) Given the product Cc1noc(C)c1C(=O)COCc1ccccc1, predict the reactants needed to synthesize it. The reactants are: Cc1noc(C)c1C(O)COCc1ccccc1. (2) Given the product CC(C)(C)OC(=O)N1CCCC(CNc2cccnc2)C1, predict the reactants needed to synthesize it. The reactants are: CC(C)(C)OC(=O)N1CCCC(C=O)C1.Nc1cccnc1.